Dataset: Full USPTO retrosynthesis dataset with 1.9M reactions from patents (1976-2016). Task: Predict the reactants needed to synthesize the given product. (1) Given the product [C@@H:9]1([NH:8][C:6]2[N:7]=[CH:2][N:3]=[C:4]([NH:18][C@H:19]3[C@@H:23]4[O:24][C:25]([CH3:27])([CH3:28])[O:26][C@@H:22]4[C@@H:21]([CH2:29][OH:30])[CH2:20]3)[N:5]=2)[C:17]2[C:12](=[CH:13][CH:14]=[CH:15][CH:16]=2)[CH2:11][CH2:10]1, predict the reactants needed to synthesize it. The reactants are: Cl[C:2]1[N:7]=[C:6]([NH:8][C@@H:9]2[C:17]3[C:12](=[CH:13][CH:14]=[CH:15][CH:16]=3)[CH2:11][CH2:10]2)[N:5]=[C:4]([NH:18][C@H:19]2[C@@H:23]3[O:24][C:25]([CH3:28])([CH3:27])[O:26][C@@H:22]3[C@@H:21]([CH2:29][OH:30])[CH2:20]2)[N:3]=1. (2) Given the product [Cl:1][C:2]1[CH:7]=[CH:6][C:5]([N:8]2[C:16]([C:17]3[CH:22]=[CH:21][C:20]([Cl:23])=[CH:19][C:18]=3[Cl:24])=[N:15][C:14]3[C:9]2=[N:10][CH:11]=[N:12][C:13]=3[CH:25]([NH:31][CH:28]([CH3:30])[CH3:29])[CH3:26])=[CH:4][CH:3]=1, predict the reactants needed to synthesize it. The reactants are: [Cl:1][C:2]1[CH:7]=[CH:6][C:5]([N:8]2[C:16]([C:17]3[CH:22]=[CH:21][C:20]([Cl:23])=[CH:19][C:18]=3[Cl:24])=[N:15][C:14]3[C:9]2=[N:10][CH:11]=[N:12][C:13]=3[C:25](=O)[CH3:26])=[CH:4][CH:3]=1.[CH:28]([NH2:31])([CH3:30])[CH3:29].CO.[BH4-].[Na+]. (3) Given the product [O:10]1[C:8]([C:5]2[CH:6]=[CH:7][C:2]([OH:1])=[CH:3][CH:4]=2)=[CH:9][CH:13]=[N:14]1, predict the reactants needed to synthesize it. The reactants are: [OH:1][C:2]1[CH:7]=[CH:6][C:5]([C:8](=[O:10])[CH3:9])=[CH:4][CH:3]=1.CO[CH:13](OC)[N:14](C)C.